Dataset: NCI-60 drug combinations with 297,098 pairs across 59 cell lines. Task: Regression. Given two drug SMILES strings and cell line genomic features, predict the synergy score measuring deviation from expected non-interaction effect. Drug 1: C1CCC(CC1)NC(=O)N(CCCl)N=O. Synergy scores: CSS=26.7, Synergy_ZIP=-8.38, Synergy_Bliss=0.412, Synergy_Loewe=-10.1, Synergy_HSA=0.947. Drug 2: CCC1=C2CN3C(=CC4=C(C3=O)COC(=O)C4(CC)O)C2=NC5=C1C=C(C=C5)O. Cell line: MCF7.